Dataset: Forward reaction prediction with 1.9M reactions from USPTO patents (1976-2016). Task: Predict the product of the given reaction. (1) Given the reactants Cl[C:2]1[C:3](=[O:15])[N:4](C2CCCCO2)[N:5]=[CH:6][C:7]=1Cl.[N:16]1([C:21]2[CH:26]=[CH:25][CH:24]=[CH:23][C:22]=2[OH:27])[CH2:20][CH2:19][CH2:18][CH2:17]1.C[O:29][C:30](=[O:39])[CH:31](Br)[CH2:32][CH:33]1[CH2:37][CH2:36][CH2:35][CH2:34]1, predict the reaction product. The product is: [CH:33]1([CH2:32][CH:31]([N:4]2[C:3](=[O:15])[CH:2]=[C:7]([O:27][C:22]3[CH:23]=[CH:24][CH:25]=[CH:26][C:21]=3[N:16]3[CH2:17][CH2:18][CH2:19][CH2:20]3)[CH:6]=[N:5]2)[C:30]([OH:29])=[O:39])[CH2:37][CH2:36][CH2:35][CH2:34]1. (2) The product is: [CH3:12][N:6]1[C:5](=[O:13])[C:4]2[C:9](=[CH:10][CH:11]=[C:2]([O:1][C:21]3[CH:26]=[CH:25][C:24]([N+:27]([O-:29])=[O:28])=[CH:23][CH:22]=3)[CH:3]=2)[N:8]=[CH:7]1. Given the reactants [OH:1][C:2]1[CH:3]=[C:4]2[C:9](=[CH:10][CH:11]=1)[N:8]=[CH:7][N:6]([CH3:12])[C:5]2=[O:13].C([O-])([O-])=O.[K+].[K+].F[C:21]1[CH:26]=[CH:25][C:24]([N+:27]([O-:29])=[O:28])=[CH:23][CH:22]=1, predict the reaction product.